Dataset: Forward reaction prediction with 1.9M reactions from USPTO patents (1976-2016). Task: Predict the product of the given reaction. Given the reactants [Br:1]/[CH:2]=[CH:3]/[C:4]1[CH:9]=[CH:8][CH:7]=[CH:6][CH:5]=1.[I-].[C:11]1([Zn+])[CH:16]=[CH:15][CH:14]=[CH:13][CH:12]=1, predict the reaction product. The product is: [C:4]1(/[CH:3]=[CH:2]/[C:11]2[CH:16]=[CH:15][CH:14]=[CH:13][CH:12]=2)[CH:9]=[CH:8][CH:7]=[CH:6][CH:5]=1.[Br:1]/[CH:2]=[CH:3]/[C:4]1[CH:9]=[CH:8][CH:7]=[CH:6][CH:5]=1.